Dataset: Reaction yield outcomes from USPTO patents with 853,638 reactions. Task: Predict the reaction yield, written as a fraction of the theoretical maximum amount of product (1.0 means a 100% yield; for example, 0.34 means a 34% yield). (1) The reactants are [CH3:1][C:2]1[CH:3]=[N:4][N:5]([C:7]2[CH:12]=[C:11]([C:13]([F:16])([F:15])[F:14])[CH:10]=[C:9]([N+:17]([O-])=O)[CH:8]=2)[CH:6]=1. The catalyst is CO.[Pd]. The product is [CH3:1][C:2]1[CH:3]=[N:4][N:5]([C:7]2[CH:8]=[C:9]([CH:10]=[C:11]([C:13]([F:16])([F:14])[F:15])[CH:12]=2)[NH2:17])[CH:6]=1. The yield is 0.561. (2) The catalyst is C(OCC)(=O)C. The yield is 0.520. The reactants are [PH:1](=O)([O-:9])[O:2][C:3]1C=CC=CC=1.C(O[C:14](=[O:19])[CH:15](O)[CH2:16][CH3:17])C.[CH:29]1(N=C=N[CH:29]2[CH2:34][CH2:33][CH2:32][CH2:31][CH2:30]2)[CH2:34][CH2:33][CH2:32][CH2:31][CH2:30]1.N1C=C[CH:38]=[CH:37][CH:36]=1. The product is [CH2:3]([O:2][PH:1](=[O:9])[O:19][CH2:14][C:15]1[CH:16]=[CH:17][CH:38]=[CH:37][CH:36]=1)[C:29]1[CH:30]=[CH:31][CH:32]=[CH:33][CH:34]=1. (3) The reactants are [OH-].[Li+].[CH3:3][O:4][C:5]1[CH:14]=[CH:13][C:12]2[CH:11]([C:15]([O:17]CC)=[O:16])[N:10]([C:20]([O:22][C:23]([CH3:26])([CH3:25])[CH3:24])=[O:21])[CH2:9][CH2:8][C:7]=2[N:6]=1.CCO.Cl. The catalyst is O.C1COCC1. The product is [C:23]([O:22][C:20]([N:10]1[CH2:9][CH2:8][C:7]2[N:6]=[C:5]([O:4][CH3:3])[CH:14]=[CH:13][C:12]=2[CH:11]1[C:15]([OH:17])=[O:16])=[O:21])([CH3:26])([CH3:24])[CH3:25]. The yield is 1.00.